From a dataset of Forward reaction prediction with 1.9M reactions from USPTO patents (1976-2016). Predict the product of the given reaction. (1) Given the reactants FC1C(CC2C=CC(F)=CC=2)=CC=C(OC)C=1OC1C=C(N)C=CC=1.[F:26][C:27]1[C:32]([O:33][C:34]2[CH:39]=[CH:38][CH:37]=[C:36]([N+:40]([O-:42])=[O:41])[CH:35]=2)=[C:31]([O:43]C)[CH:30]=[CH:29][C:28]=1[CH2:45][C:46]1[CH:51]=[CH:50][C:49]([F:52])=[CH:48][CH:47]=1, predict the reaction product. The product is: [F:26][C:27]1[C:32]([O:33][C:34]2[CH:39]=[CH:38][CH:37]=[C:36]([N+:40]([O-:42])=[O:41])[CH:35]=2)=[C:31]([OH:43])[CH:30]=[CH:29][C:28]=1[CH2:45][C:46]1[CH:51]=[CH:50][C:49]([F:52])=[CH:48][CH:47]=1. (2) Given the reactants [Li+].[OH-:2].C([O:5][C:6](=[O:23])[CH2:7][NH:8][CH2:9][C:10]1[CH:15]=[CH:14][C:13]([O:16][C:17]2[CH:22]=[CH:21][CH:20]=[CH:19][CH:18]=2)=[CH:12][CH:11]=1)C, predict the reaction product. The product is: [O:16]([C:13]1[CH:14]=[CH:15][C:10]([C:9]([NH:8][CH2:7][C:6]([OH:5])=[O:23])=[O:2])=[CH:11][CH:12]=1)[C:17]1[CH:22]=[CH:21][CH:20]=[CH:19][CH:18]=1. (3) Given the reactants [NH2:1][C:2]1[CH:12]=[CH:11][C:5]([C:6]([O:8][CH2:9][CH3:10])=[O:7])=[CH:4][CH:3]=1.C(O)C, predict the reaction product. The product is: [NH2:1][CH:2]1[CH2:3][CH2:4][CH:5]([C:6]([O:8][CH2:9][CH3:10])=[O:7])[CH2:11][CH2:12]1. (4) The product is: [CH3:1][S:2][C:3]1[CH:7]=[CH:6][S:5][C:4]=1[CH2:8][OH:9]. Given the reactants [CH3:1][S:2][C:3]1[CH:7]=[CH:6][S:5][C:4]=1[CH:8]=[O:9].[BH4-].[Na+], predict the reaction product. (5) Given the reactants [CH3:1][C:2]1[C:7]([C:8]2[CH:13]=[CH:12][N:11]=[C:10](SC)[N:9]=2)=[CH:6][CH:5]=[CH:4][N:3]=1.O[O:17][S:18]([O-:20])=O.[K+].[C:22]([O-])(O)=O.[Na+], predict the reaction product. The product is: [CH3:22][S:18]([C:10]1[N:9]=[C:8]([C:7]2[C:2]([CH3:1])=[N:3][CH:4]=[CH:5][CH:6]=2)[CH:13]=[CH:12][N:11]=1)(=[O:20])=[O:17]. (6) Given the reactants [NH2:1][C:2]1[C:10]2[C:5](=[CH:6][C:7]([Cl:12])=[CH:8][C:9]=2[F:11])[C:4]([C:23]2[CH:24]=[C:25]([OH:29])[CH:26]=[CH:27][CH:28]=2)([C:13]2[CH:18]=[CH:17][N:16]=[C:15]([C:19]([F:22])([F:21])[F:20])[CH:14]=2)[N:3]=1.C1C=CC(N([S:37]([C:40]([F:43])([F:42])[F:41])(=[O:39])=[O:38])[S:37]([C:40]([F:43])([F:42])[F:41])(=[O:39])=[O:38])=CC=1.C(=O)([O-])[O-].[K+].[K+], predict the reaction product. The product is: [F:41][C:40]([F:43])([F:42])[S:37]([O:29][C:25]1[CH:26]=[CH:27][CH:28]=[C:23]([C:4]2([C:13]3[CH:18]=[CH:17][N:16]=[C:15]([C:19]([F:22])([F:21])[F:20])[CH:14]=3)[C:5]3[C:10](=[C:9]([F:11])[CH:8]=[C:7]([Cl:12])[CH:6]=3)[C:2]([NH2:1])=[N:3]2)[CH:24]=1)(=[O:39])=[O:38]. (7) Given the reactants [Cl:1][C:2]1[CH:7]=[CH:6][C:5]([NH:8][C:9]([NH:11][CH:12]([C:17]([N:19]2[CH2:24][CH2:23][N:22]([N:25]3[CH2:29][C:28]4=[CH:30][N:31]=[C:32]([CH3:33])[N:27]4[C:26]3=[O:34])[CH2:21][CH2:20]2)=[O:18])[C:13]([OH:16])([CH3:15])[CH3:14])=[O:10])=[CH:4][CH:3]=1.ClC(Cl)(Cl)[C:37]([N:39]=C=O)=[O:38].CO.C(=O)([O-])[O-].[K+].[K+], predict the reaction product. The product is: [C:37](=[O:38])([O:16][C:13]([CH3:14])([CH3:15])[CH:12]([NH:11][C:9]([NH:8][C:5]1[CH:6]=[CH:7][C:2]([Cl:1])=[CH:3][CH:4]=1)=[O:10])[C:17]([N:19]1[CH2:24][CH2:23][N:22]([N:25]2[CH2:29][C:28]3=[CH:30][N:31]=[C:32]([CH3:33])[N:27]3[C:26]2=[O:34])[CH2:21][CH2:20]1)=[O:18])[NH2:39]. (8) Given the reactants [CH:1]1[CH:6]=[CH:5][C:4]([CH2:7][O:8][C:9](Cl)=[O:10])=[CH:3][CH:2]=1.[CH2:12]([NH2:16])[CH2:13][CH:14]=[CH2:15].C(N(CC)CC)C.O, predict the reaction product. The product is: [CH2:12]([NH:16][C:9](=[O:10])[O:8][CH2:7][C:4]1[CH:5]=[CH:6][CH:1]=[CH:2][CH:3]=1)[CH2:13][CH:14]=[CH2:15]. (9) Given the reactants C(Cl)(=O)C(Cl)=O.CS(C)=O.[N:11]1([C:20]([CH3:24])([CH3:23])[CH2:21]O)[C:19]2[C:14](=[N:15][CH:16]=[CH:17][CH:18]=2)[N:13]=[CH:12]1.C(N(CC)CC)C.[H-].[Na+].C(OP([CH2:42][C:43]([O:45][CH3:46])=[O:44])(OCC)=O)C, predict the reaction product. The product is: [CH3:46][O:45][C:43](=[O:44])[CH:42]=[CH:21][C:20]([N:11]1[C:19]2[C:14](=[N:15][CH:16]=[CH:17][CH:18]=2)[N:13]=[CH:12]1)([CH3:24])[CH3:23]. (10) Given the reactants [N+:1]([C:4]1[CH:16]=[CH:15][C:7]([CH:8]=[C:9]2[CH2:14][CH2:13][NH:12][CH2:11][CH2:10]2)=[CH:6][CH:5]=1)([O-:3])=[O:2].C(=O)([O-])[O-].[K+].[K+].Br[CH2:24][C:25]1[CH:30]=[CH:29][C:28]([C:31]([OH:40])([C:36]([F:39])([F:38])[F:37])[C:32]([F:35])([F:34])[F:33])=[CH:27][CH:26]=1, predict the reaction product. The product is: [F:33][C:32]([F:34])([F:35])[C:31]([C:28]1[CH:29]=[CH:30][C:25]([CH2:24][N:12]2[CH2:11][CH2:10][C:9](=[CH:8][C:7]3[CH:6]=[CH:5][C:4]([N+:1]([O-:3])=[O:2])=[CH:16][CH:15]=3)[CH2:14][CH2:13]2)=[CH:26][CH:27]=1)([OH:40])[C:36]([F:37])([F:39])[F:38].